Dataset: CYP2C9 inhibition data for predicting drug metabolism from PubChem BioAssay. Task: Regression/Classification. Given a drug SMILES string, predict its absorption, distribution, metabolism, or excretion properties. Task type varies by dataset: regression for continuous measurements (e.g., permeability, clearance, half-life) or binary classification for categorical outcomes (e.g., BBB penetration, CYP inhibition). Dataset: cyp2c9_veith. (1) The compound is O=C(Nc1cccc(C(F)(F)F)c1)c1cccn(Cc2ccc3c(c2)OC(F)(F)O3)c1=O. The result is 1 (inhibitor). (2) The drug is C[C@H](C(=O)c1ccncc1)c1ccccn1. The result is 0 (non-inhibitor). (3) The drug is CS(=O)(=O)N1CCC2(CCCN(Cc3ccccc3)C2)CC1. The result is 0 (non-inhibitor). (4) The compound is Cc1cc(NC(=O)Nc2ccc3c(ccn3C)c2)sn1. The result is 1 (inhibitor). (5) The molecule is C=CCSc1nc(Oc2ccccc2)c2sccc2n1. The result is 1 (inhibitor).